From a dataset of Full USPTO retrosynthesis dataset with 1.9M reactions from patents (1976-2016). Predict the reactants needed to synthesize the given product. (1) Given the product [CH2:27]([C:19]1[C:16]2[S:17][C:18]3[C:11]([CH2:1][CH2:2][CH2:3][CH2:4][CH2:5][CH2:6][CH2:7][CH2:8][CH2:9][CH3:10])=[C:12]([C:37]([OH:39])=[O:38])[S:13][C:14]=3[C:15]=2[S:21][C:20]=1[C:22]([OH:24])=[O:23])[CH2:28][CH2:29][CH2:30][CH2:31][CH2:32][CH2:33][CH2:34][CH2:35][CH3:36], predict the reactants needed to synthesize it. The reactants are: [CH2:1]([C:11]1[C:18]2[S:17][C:16]3[C:19]([CH2:27][CH2:28][CH2:29][CH2:30][CH2:31][CH2:32][CH2:33][CH2:34][CH2:35][CH3:36])=[C:20]([C:22]([O:24]CC)=[O:23])[S:21][C:15]=3[C:14]=2[S:13][C:12]=1[C:37]([O:39]CC)=[O:38])[CH2:2][CH2:3][CH2:4][CH2:5][CH2:6][CH2:7][CH2:8][CH2:9][CH3:10].[OH-].[Li+].C1COCC1. (2) Given the product [CH2:1]([N:8]1[C:13]2[CH:14]=[C:15]([CH2:18][C:20]3[CH:25]=[C:24]([Br:26])[CH:23]=[CH:22][C:21]=3[CH:27]([CH3:29])[CH3:28])[CH:16]=[CH:17][C:12]=2[O:11][CH2:10][CH2:9]1)[C:2]1[CH:3]=[CH:4][CH:5]=[CH:6][CH:7]=1, predict the reactants needed to synthesize it. The reactants are: [CH2:1]([N:8]1[C:13]2[CH:14]=[C:15]([CH:18]([C:20]3[CH:25]=[C:24]([Br:26])[CH:23]=[CH:22][C:21]=3[CH:27]([CH3:29])[CH3:28])O)[CH:16]=[CH:17][C:12]=2[O:11][CH2:10][CH2:9]1)[C:2]1[CH:7]=[CH:6][CH:5]=[CH:4][CH:3]=1.[SiH](CC)(CC)CC.B(F)(F)F.CCOCC. (3) Given the product [CH:3]1[C:8]([OH:12])=[CH:9][CH:10]=[CH:1][C:2]=1[CH3:4].[CH:18]1[C:17]([OH:22])=[CH:29][CH:30]=[C:31]([CH3:32])[CH:19]=1, predict the reactants needed to synthesize it. The reactants are: [C:1](OC)(=O)[C:2]([CH3:4])=[CH2:3].[C:8](OCCO)(=[O:12])[C:9](C)=[CH2:10].[C:17]([OH:22])(=O)[C:18](C)=[CH2:19].C(O[CH2:29][C:30]1C=CC=[CH:32][CH:31]=1)(=O)C(C)=C.CC1C=CC(/C=C/C2N=C(C(Cl)(Cl)Cl)N=C(C(Cl)(Cl)Cl)N=2)=CC=1.C1(N)N=C(N)N=C(N)N=1.C12NC(=O)NC1NC(N2)=O. (4) Given the product [CH3:12][C:13]1[N:18]=[C:17]([N:19]2[CH2:24][CH2:23][N:22]([CH2:2][C:3]3[S:4][C:5]4[C:10]([N:11]=3)=[CH:9][CH:8]=[CH:7][N:6]=4)[CH2:21][CH2:20]2)[CH:16]=[CH:15][CH:14]=1, predict the reactants needed to synthesize it. The reactants are: Cl[CH2:2][C:3]1[S:4][C:5]2[C:10]([N:11]=1)=[CH:9][CH:8]=[CH:7][N:6]=2.[CH3:12][C:13]1[N:18]=[C:17]([N:19]2[CH2:24][CH2:23][NH:22][CH2:21][CH2:20]2)[CH:16]=[CH:15][CH:14]=1.CCN(C(C)C)C(C)C.